From a dataset of Forward reaction prediction with 1.9M reactions from USPTO patents (1976-2016). Predict the product of the given reaction. (1) The product is: [C:4]([O:6][CH2:7][CH2:8][O:9][C:10]1[CH:11]=[CH:12][C:13]([CH2:16][C:17]([C:20]([C:22]([OH:40])([CH2:24][C:25]2[CH:30]=[CH:29][C:28]([O:31][CH2:32][CH2:33][O:34][C:35](=[O:39])[CH:36]=[CH2:37])=[CH:27][CH:26]=2)[CH3:23])=[O:21])([OH:19])[CH3:18])=[CH:14][CH:15]=1)(=[O:5])[CH:3]=[CH2:2]. Given the reactants Br[CH2:2][CH2:3][C:4]([O:6][CH2:7][CH2:8][O:9][C:10]1[CH:15]=[CH:14][C:13]([CH2:16][C:17]([C:20]([C:22]([OH:40])([CH2:24][C:25]2[CH:30]=[CH:29][C:28]([O:31][CH2:32][CH2:33][O:34][C:35](=[O:39])[CH2:36][CH2:37]Br)=[CH:27][CH:26]=2)[CH3:23])=[O:21])([OH:19])[CH3:18])=[CH:12][CH:11]=1)=[O:5].C([O-])([O-])=O.[K+].[K+], predict the reaction product. (2) Given the reactants [NH2:1][C:2]1[CH:7]=[CH:6][C:5]([S:8][C:9]2[C:18]3[C:13](=[CH:14][CH:15]=[CH:16][CH:17]=3)[NH:12]/[C:11](=[C:19]3/[C:20]([CH2:25][CH2:26][CH3:27])=[N:21][NH:22][C:23]/3=[O:24])/[CH:10]=2)=[CH:4][CH:3]=1.[CH3:28][N:29]([CH3:34])[CH2:30][C:31](Cl)=[O:32], predict the reaction product. The product is: [CH3:28][N:29]([CH3:34])[CH2:30][C:31]([NH:1][C:2]1[CH:3]=[CH:4][C:5]([S:8][C:9]2[C:18]3[C:13](=[CH:14][CH:15]=[CH:16][CH:17]=3)[NH:12]/[C:11](=[C:19]3/[C:20]([CH2:25][CH2:26][CH3:27])=[N:21][NH:22][C:23]/3=[O:24])/[CH:10]=2)=[CH:6][CH:7]=1)=[O:32]. (3) Given the reactants [C:1]1([CH3:18])[CH:6]=[CH:5][CH:4]=[CH:3][C:2]=1[N:7]1[C:11]2[CH:12]=[CH:13][CH:14]=[C:15]([C:16]#[N:17])[C:10]=2[N:9]=[CH:8]1.[I:19][CH3:20], predict the reaction product. The product is: [I-:19].[C:16]([C:15]1[C:10]2[N+:9]([CH3:20])=[CH:8][N:7]([C:2]3[CH:3]=[CH:4][CH:5]=[CH:6][C:1]=3[CH3:18])[C:11]=2[CH:12]=[CH:13][CH:14]=1)#[N:17].